From a dataset of Forward reaction prediction with 1.9M reactions from USPTO patents (1976-2016). Predict the product of the given reaction. (1) Given the reactants [Si]([O:8][CH:9]1[CH2:14][O:13][CH:12]([C:15]([O:17][C:18]([CH3:21])([CH3:20])[CH3:19])=[O:16])[CH2:11][CH2:10]1)(C(C)(C)C)(C)C.[F-].C([N+](CCCC)(CCCC)CCCC)CCC, predict the reaction product. The product is: [OH:8][CH:9]1[CH2:14][O:13][CH:12]([C:15]([O:17][C:18]([CH3:21])([CH3:20])[CH3:19])=[O:16])[CH2:11][CH2:10]1. (2) Given the reactants [N:1]1([CH2:7][C:8]2[CH:17]=[CH:16][C:11]([C:12]([O:14][CH3:15])=[O:13])=[CH:10][CH:9]=2)[CH2:6][CH2:5][NH:4][CH2:3][CH2:2]1.C([O-])([O-])=O.[K+].[K+].[CH2:24](Br)[C:25]#[CH:26], predict the reaction product. The product is: [CH2:26]([N:4]1[CH2:5][CH2:6][N:1]([CH2:7][C:8]2[CH:17]=[CH:16][C:11]([C:12]([O:14][CH3:15])=[O:13])=[CH:10][CH:9]=2)[CH2:2][CH2:3]1)[C:25]#[CH:24]. (3) Given the reactants ClS(C1C=CC(C(O)=O)=CC=1)(=O)=O.[Cl:14][C:15]1[CH:21]=[CH:20][C:18]([NH2:19])=[CH:17][C:16]=1[C:22]1[CH:27]=[CH:26][CH:25]=[CH:24][N:23]=1.[OH:28][CH:29]1[CH2:34][CH2:33][N:32]([S:35]([C:38]2[CH:46]=[CH:45][C:41]([C:42](O)=[O:43])=[CH:40][CH:39]=2)(=[O:37])=[O:36])[CH2:31][CH2:30]1, predict the reaction product. The product is: [Cl:14][C:15]1[CH:21]=[CH:20][C:18]([NH:19][C:42](=[O:43])[C:41]2[CH:40]=[CH:39][C:38]([S:35]([N:32]3[CH2:31][CH2:30][CH:29]([OH:28])[CH2:34][CH2:33]3)(=[O:37])=[O:36])=[CH:46][CH:45]=2)=[CH:17][C:16]=1[C:22]1[CH:27]=[CH:26][CH:25]=[CH:24][N:23]=1. (4) Given the reactants [NH:1]1[CH:5]=[CH:4][N:3]=[C:2]1[CH2:6][N:7]([CH2:14][C:15]1[CH:28]=[CH:27][C:18]([C:19]([NH:21][CH2:22][CH2:23][CH2:24][CH2:25][NH2:26])=[O:20])=[CH:17][CH:16]=1)[CH2:8][C:9]1[NH:10][CH:11]=[CH:12][N:13]=1.[C:29]([C:33]1[CH:40]=[CH:39][C:36]([CH:37]=O)=[CH:35][CH:34]=1)([CH3:32])([CH3:31])[CH3:30].C(OC)(OC)OC.[BH4-].[Na+], predict the reaction product. The product is: [NH:1]1[CH:5]=[CH:4][N:3]=[C:2]1[CH2:6][N:7]([CH2:14][C:15]1[CH:28]=[CH:27][C:18]([C:19]([NH:21][CH2:22][CH2:23][CH2:24][CH2:25][NH:26][CH2:37][C:36]2[CH:39]=[CH:40][C:33]([C:29]([CH3:32])([CH3:31])[CH3:30])=[CH:34][CH:35]=2)=[O:20])=[CH:17][CH:16]=1)[CH2:8][C:9]1[NH:13][CH:12]=[CH:11][N:10]=1. (5) Given the reactants Br[C:2]1[CH:24]=[CH:23][C:5]([CH2:6][N:7]2[N:16]=[CH:15][C:14]3[C:9](=[C:10]([F:21])[CH:11]=[C:12]([C:17]([CH3:20])([CH3:19])[CH3:18])[CH:13]=3)[C:8]2=[O:22])=[C:4]([F:25])[CH:3]=1.[B:26]1([B:26]2[O:30][C:29]([CH3:32])([CH3:31])[C:28]([CH3:34])([CH3:33])[O:27]2)[O:30][C:29]([CH3:32])([CH3:31])[C:28]([CH3:34])([CH3:33])[O:27]1.C1(P(C2CCCCC2)C2C=CC=CC=2C2C(C(C)C)=CC(C(C)C)=CC=2C(C)C)CCCCC1.C([O-])(=O)C.[K+].O1CCOCC1, predict the reaction product. The product is: [C:17]([C:12]1[CH:13]=[C:14]2[C:9](=[C:10]([F:21])[CH:11]=1)[C:8](=[O:22])[N:7]([CH2:6][C:5]1[CH:23]=[CH:24][C:2]([B:26]3[O:30][C:29]([CH3:32])([CH3:31])[C:28]([CH3:34])([CH3:33])[O:27]3)=[CH:3][C:4]=1[F:25])[N:16]=[CH:15]2)([CH3:20])([CH3:19])[CH3:18]. (6) The product is: [F:1][C:2]1[CH:7]=[C:6]([I:8])[CH:5]=[CH:4][C:3]=1[NH:9][C:10]1[N:11]([CH3:42])[C:12](=[O:41])[C:13]([CH3:40])=[C:14]2[C:19]=1[C:18](=[O:20])[N:17]([CH2:21][C:22]1[CH:23]=[CH:24][C:25]([O:28][CH3:29])=[CH:26][CH:27]=1)[C:16](=[O:30])[N:15]2[C:31]1[CH:32]=[C:33]([CH:37]=[CH:38][CH:39]=1)[C:34]([N:60]1[CH2:59][CH2:58][N:57]([C:63]([O:65][C:66]([CH3:69])([CH3:68])[CH3:67])=[O:64])[CH2:62][CH2:61]1)=[O:36]. Given the reactants [F:1][C:2]1[CH:7]=[C:6]([I:8])[CH:5]=[CH:4][C:3]=1[NH:9][C:10]1[N:11]([CH3:42])[C:12](=[O:41])[C:13]([CH3:40])=[C:14]2[C:19]=1[C:18](=[O:20])[N:17]([CH2:21][C:22]1[CH:27]=[CH:26][C:25]([O:28][CH3:29])=[CH:24][CH:23]=1)[C:16](=[O:30])[N:15]2[C:31]1[CH:32]=[C:33]([CH:37]=[CH:38][CH:39]=1)[C:34]([OH:36])=O.C(Cl)CCl.C1C=CC2N(O)N=NC=2C=1.[N:57]1([C:63]([O:65][C:66]([CH3:69])([CH3:68])[CH3:67])=[O:64])[CH2:62][CH2:61][NH:60][CH2:59][CH2:58]1.CCN(C(C)C)C(C)C, predict the reaction product. (7) Given the reactants Br[C:2]1[CH:7]=[C:6]([C:8]([F:11])([F:10])[F:9])[CH:5]=[CH:4][N:3]=1.[NH:12]1[CH2:17][CH2:16][CH:15]([NH:18][C:19](=[O:25])[O:20][C:21]([CH3:24])([CH3:23])[CH3:22])[CH2:14][CH2:13]1, predict the reaction product. The product is: [F:9][C:8]([F:11])([F:10])[C:6]1[CH:5]=[CH:4][N:3]=[C:2]([N:12]2[CH2:13][CH2:14][CH:15]([NH:18][C:19](=[O:25])[O:20][C:21]([CH3:23])([CH3:22])[CH3:24])[CH2:16][CH2:17]2)[CH:7]=1.